This data is from Full USPTO retrosynthesis dataset with 1.9M reactions from patents (1976-2016). The task is: Predict the reactants needed to synthesize the given product. (1) The reactants are: C([O:5][C:6](=[O:37])[C:7]1[CH:12]=[CH:11][C:10]([NH:13][C:14]([C:16]2[CH:24]=[C:23]3[C:19]([CH:20]=[CH:21][N:22]3[S:25]([C:28]3[CH:33]=[C:32]([CH3:34])[CH:31]=[CH:30][C:29]=3[O:35][CH3:36])(=[O:27])=[O:26])=[CH:18][CH:17]=2)=[O:15])=[CH:9][CH:8]=1)(C)(C)C. Given the product [CH3:36][O:35][C:29]1[CH:30]=[CH:31][C:32]([CH3:34])=[CH:33][C:28]=1[S:25]([N:22]1[C:23]2[C:19](=[CH:18][CH:17]=[C:16]([C:14]([NH:13][C:10]3[CH:9]=[CH:8][C:7]([C:6]([OH:37])=[O:5])=[CH:12][CH:11]=3)=[O:15])[CH:24]=2)[CH:20]=[CH:21]1)(=[O:26])=[O:27], predict the reactants needed to synthesize it. (2) Given the product [C:23]([O:27][C:28](=[O:31])[CH2:29][C:2]1[CH:3]=[C:4]2[C:9](=[CH:10][CH:11]=1)[C:8](=[O:12])[N:7]([CH2:13][C:14]1[CH:19]=[CH:18][C:17]([O:20][CH3:21])=[CH:16][CH:15]=1)[CH2:6][CH2:5]2)([CH3:26])([CH3:25])[CH3:24], predict the reactants needed to synthesize it. The reactants are: Br[C:2]1[CH:3]=[C:4]2[C:9](=[CH:10][CH:11]=1)[C:8](=[O:12])[N:7]([CH2:13][C:14]1[CH:19]=[CH:18][C:17]([O:20][CH3:21])=[CH:16][CH:15]=1)[CH2:6][CH2:5]2.[Cl-].[C:23]([O:27][C:28](=[O:31])[CH2:29][Zn+])([CH3:26])([CH3:25])[CH3:24].